Dataset: Full USPTO retrosynthesis dataset with 1.9M reactions from patents (1976-2016). Task: Predict the reactants needed to synthesize the given product. (1) Given the product [O:6]=[S:5]1(=[O:7])[CH2:4][CH2:3][CH2:2][N:8]1[C:9]1[CH:17]=[C:16]([C:18]([O:20][CH3:21])=[O:19])[CH:15]=[C:14]2[C:10]=1[CH:11]=[CH:12][N:13]2[CH2:22][CH3:23], predict the reactants needed to synthesize it. The reactants are: Cl[CH2:2][CH2:3][CH2:4][S:5]([NH:8][C:9]1[CH:17]=[C:16]([C:18]([O:20][CH3:21])=[O:19])[CH:15]=[C:14]2[C:10]=1[CH:11]=[CH:12][N:13]2[CH2:22][CH3:23])(=[O:7])=[O:6].CCN(CC)CC. (2) Given the product [CH3:1][CH:2]1[CH2:6][CH2:5][CH2:4][N:3]1[CH2:7][CH2:8][CH2:9][O:10][C:11]1[CH:12]=[CH:13][C:14]([C:17]2[S:18][C:19]3[CH2:20][N:21]([C:34]([NH:33][CH2:32][CH2:31][C:27]4[S:26][CH:30]=[CH:29][CH:28]=4)=[O:35])[CH2:22][CH2:23][C:24]=3[N:25]=2)=[CH:15][CH:16]=1, predict the reactants needed to synthesize it. The reactants are: [CH3:1][CH:2]1[CH2:6][CH2:5][CH2:4][N:3]1[CH2:7][CH2:8][CH2:9][O:10][C:11]1[CH:16]=[CH:15][C:14]([C:17]2[S:18][C:19]3[CH2:20][NH:21][CH2:22][CH2:23][C:24]=3[N:25]=2)=[CH:13][CH:12]=1.[S:26]1[CH:30]=[CH:29][CH:28]=[C:27]1[CH2:31][CH2:32][N:33]=[C:34]=[O:35].O. (3) Given the product [O:31]=[C:27]1[CH2:26][C:25]2[C:29](=[CH:30][C:22]([C:20]([C:19]3[CH:18]=[C:17]([NH:16][C:8]([C:7]4[N:3]([CH2:1][CH3:2])[N:4]=[C:5]([CH3:11])[CH:6]=4)=[O:10])[CH:34]=[CH:33][CH:32]=3)=[O:21])=[CH:23][CH:24]=2)[NH:28]1, predict the reactants needed to synthesize it. The reactants are: [CH2:1]([N:3]1[C:7]([C:8]([OH:10])=O)=[CH:6][C:5]([CH3:11])=[N:4]1)[CH3:2].S(Cl)(Cl)=O.[NH2:16][C:17]1[CH:18]=[C:19]([CH:32]=[CH:33][CH:34]=1)[C:20]([C:22]1[CH:30]=[C:29]2[C:25]([CH2:26][C:27](=[O:31])[NH:28]2)=[CH:24][CH:23]=1)=[O:21]. (4) Given the product [C:1]([O:11][C:12]1[CH:17]=[C:16]([Cl:18])[C:15]([O:19][C:20]2[CH:21]=[CH:22][C:23]([NH2:26])=[CH:24][CH:25]=2)=[C:14]([Cl:29])[C:13]=1[CH2:30][CH3:31])(=[O:10])[CH:2]=[CH:3][C:4]1[CH:5]=[CH:6][CH:7]=[CH:8][CH:9]=1, predict the reactants needed to synthesize it. The reactants are: [C:1]([O:11][C:12]1[CH:17]=[C:16]([Cl:18])[C:15]([O:19][C:20]2[CH:25]=[CH:24][C:23]([N+:26]([O-])=O)=[CH:22][CH:21]=2)=[C:14]([Cl:29])[C:13]=1[CH2:30][CH3:31])(=[O:10])[CH:2]=[CH:3][C:4]1[CH:9]=[CH:8][CH:7]=[CH:6][CH:5]=1.C(OC(=O)C)C. (5) The reactants are: Cl[C:2]1[N:7]=[C:6]([C:8]2[N:12]3[CH:13]=[CH:14][CH:15]=[CH:16][C:11]3=[N:10][CH:9]=2)[C:5]([Cl:17])=[CH:4][N:3]=1.[NH2:18][C:19]1[CH:28]=[CH:27][C:22]([C:23]([O:25][CH3:26])=[O:24])=[CH:21][C:20]=1[O:29][CH3:30].C1(C)C=CC(S(O)(=O)=O)=CC=1. Given the product [Cl:17][C:5]1[C:6]([C:8]2[N:12]3[CH:13]=[CH:14][CH:15]=[CH:16][C:11]3=[N:10][CH:9]=2)=[N:7][C:2]([NH:18][C:19]2[CH:28]=[CH:27][C:22]([C:23]([O:25][CH3:26])=[O:24])=[CH:21][C:20]=2[O:29][CH3:30])=[N:3][CH:4]=1, predict the reactants needed to synthesize it.